From a dataset of Forward reaction prediction with 1.9M reactions from USPTO patents (1976-2016). Predict the product of the given reaction. (1) Given the reactants [Cl:1][C:2]1[CH:11]=[CH:10][C:9]2[C:4](=[C:5](Cl)[C:6]([S:12]([CH3:15])(=[O:14])=[O:13])=[CH:7][N:8]=2)[N:3]=1.Cl.Cl.[CH3:19][N:20]([CH3:28])[C@H:21]1[CH2:26][CH2:25][C@H:24]([NH2:27])[CH2:23][CH2:22]1, predict the reaction product. The product is: [Cl:1][C:2]1[N:3]=[C:4]2[C:9](=[CH:10][CH:11]=1)[N:8]=[CH:7][C:6]([S:12]([CH3:15])(=[O:14])=[O:13])=[C:5]2[NH:27][C@H:24]1[CH2:25][CH2:26][C@H:21]([N:20]([CH3:28])[CH3:19])[CH2:22][CH2:23]1. (2) The product is: [CH2:1]([O:3][C:4](=[O:16])[CH2:5][N:6]1[C:14]2[C:9](=[CH:10][CH:11]=[C:12]([O:15][CH2:27][C:26]3[C:21]([CH2:20][CH:17]4[CH2:19][CH2:18]4)=[N:22][C:23]([C:33]4[CH:34]=[CH:35][C:36]([O:39][C:40]([F:43])([F:41])[F:42])=[CH:37][CH:38]=4)=[CH:24][C:25]=3[C:29]([F:30])([F:32])[F:31])[CH:13]=2)[CH:8]=[CH:7]1)[CH3:2]. Given the reactants [CH2:1]([O:3][C:4](=[O:16])[CH2:5][N:6]1[C:14]2[C:9](=[CH:10][CH:11]=[C:12]([OH:15])[CH:13]=2)[CH:8]=[CH:7]1)[CH3:2].[CH:17]1([CH2:20][C:21]2[C:26]([CH2:27]O)=[C:25]([C:29]([F:32])([F:31])[F:30])[CH:24]=[C:23]([C:33]3[CH:38]=[CH:37][C:36]([O:39][C:40]([F:43])([F:42])[F:41])=[CH:35][CH:34]=3)[N:22]=2)[CH2:19][CH2:18]1.C(P(CCCC)CCCC)CCC.CN(C)C(N=NC(N(C)C)=O)=O, predict the reaction product.